This data is from Forward reaction prediction with 1.9M reactions from USPTO patents (1976-2016). The task is: Predict the product of the given reaction. (1) Given the reactants C([C:3]1[C:12]2[C:6]([CH:7]=[CH:8][CH:9]=[CH:10][CH:11]=2)=[C:5](C(O)=O)[C:4]=1[CH2:16][CH3:17])#N.[OH-].[Na+], predict the reaction product. The product is: [CH2:16]([C:4]1[CH:3]=[C:12]2[C:6](=[CH:7][CH:8]=[CH:9][CH:10]=[CH:11]2)[CH:5]=1)[CH3:17]. (2) Given the reactants [OH:1][CH:2]1[CH2:7][CH2:6][NH:5][CH2:4][CH2:3]1.C(O[C:13]([N:15]([C@H:17]([CH2:21][C:22]1[CH:27]=[CH:26][C:25]([F:28])=[CH:24][CH:23]=1)[C:18]([OH:20])=O)[CH3:16])=[O:14])(C)(C)C.C(O[C:34]([N:36]([C@H:38]([CH2:42][C:43]1[CH:52]=[CH:51][C:50]2[C:45](=[CH:46][CH:47]=[CH:48][CH:49]=2)[CH:44]=1)C(O)=O)[CH3:37])=[O:35])(C)(C)C.C(OC([NH:60][C:61]([CH3:69])([CH3:68])[CH2:62]/[CH:63]=[CH:64]/C(O)=O)=O)(C)(C)C, predict the reaction product. The product is: [F:28][C:25]1[CH:24]=[CH:23][C:22]([CH2:21][C@@H:17]([N:15]([CH3:16])[C:13]([C@H:38]([N:36]([CH3:37])[C:34](=[O:35])/[CH:64]=[CH:63]/[CH2:62][C:61]([NH2:60])([CH3:69])[CH3:68])[CH2:42][C:43]2[CH:52]=[CH:51][C:50]3[C:45](=[CH:46][CH:47]=[CH:48][CH:49]=3)[CH:44]=2)=[O:14])[C:18]([N:5]2[CH2:6][CH2:7][CH:2]([OH:1])[CH2:3][CH2:4]2)=[O:20])=[CH:27][CH:26]=1. (3) Given the reactants S([N:11]1[C:15]2[N:16]=[CH:17][C:18]3[N:19]([C:20]([C@@H:23]4[CH2:27][CH2:26][C@@H:25]([NH:28][C:29]5[CH:34]=[CH:33][CH:32]=[CH:31][CH:30]=5)[CH2:24]4)=[N:21][N:22]=3)[C:14]=2[CH:13]=[CH:12]1)(C1C=CC(C)=CC=1)(=O)=O.[OH-].[Na+].CC(O)=O, predict the reaction product. The product is: [C:20]1([C@@H:23]2[CH2:27][CH2:26][C@@H:25]([NH:28][C:29]3[CH:34]=[CH:33][CH:32]=[CH:31][CH:30]=3)[CH2:24]2)[N:19]2[C:14]3[CH:13]=[CH:12][NH:11][C:15]=3[N:16]=[CH:17][C:18]2=[N:22][N:21]=1. (4) Given the reactants C(O[C:6]([N:8]1[CH2:12][C:11](=[N:13][O:14][CH3:15])[CH2:10][C@H:9]1[C:16]([OH:18])=O)=[O:7])(C)(C)C.[CH3:19][C:20]1[CH:25]=[CH:24][CH:23]=[CH:22][C:21]=1[C:26]1[CH:31]=[CH:30][C:29](C(O)=O)=[CH:28][CH:27]=1.[NH2:35][CH:36]([CH3:39])[CH2:37][OH:38], predict the reaction product. The product is: [OH:38][CH2:37][CH:36]([NH:35][C:16]([C@@H:9]1[CH2:10][C:11](=[N:13][O:14][CH3:15])[CH2:12][N:8]1[C:6]([C:29]1[CH:28]=[CH:27][C:26]([C:21]2[CH:22]=[CH:23][CH:24]=[CH:25][C:20]=2[CH3:19])=[CH:31][CH:30]=1)=[O:7])=[O:18])[CH3:39]. (5) Given the reactants C([Li])CCC.[Cl:6][C:7]1[CH:12]=[CH:11][C:10]([O:13][CH2:14][CH3:15])=[CH:9][C:8]=1I.[B:17](OC(C)C)([O:22]C(C)C)[O:18]C(C)C, predict the reaction product. The product is: [Cl:6][C:7]1[CH:12]=[CH:11][C:10]([O:13][CH2:14][CH3:15])=[CH:9][C:8]=1[B:17]([OH:22])[OH:18].